Dataset: Full USPTO retrosynthesis dataset with 1.9M reactions from patents (1976-2016). Task: Predict the reactants needed to synthesize the given product. (1) Given the product [CH:10]1([CH2:9][N:5]2[CH:6]=[C:7]([F:8])[C:2]([NH:1][C:21](=[O:22])[O:23][CH2:24][CH3:25])=[N:3][C:4]2=[O:13])[CH2:12][CH2:11]1, predict the reactants needed to synthesize it. The reactants are: [NH2:1][C:2]1[C:7]([F:8])=[CH:6][N:5]([CH2:9][CH:10]2[CH2:12][CH2:11]2)[C:4](=[O:13])[N:3]=1.N1C=CC=CC=1.Cl[C:21]([O:23][CH2:24][CH3:25])=[O:22]. (2) Given the product [CH3:28][C:25]1[CH:26]=[CH:27][C:22]([S:19]([N:5]([C@H:6]([C:16]([OH:18])=[O:17])[CH2:7][CH2:8][CH2:9][CH2:10][NH:11][C:12]([CH2:13][NH:38][CH2:39][CH2:40][N:41]2[CH2:46][CH2:45][O:44][CH2:43][CH2:42]2)=[O:15])[CH2:1][CH:2]([CH3:4])[CH3:3])(=[O:21])=[O:20])=[CH:23][CH:24]=1, predict the reactants needed to synthesize it. The reactants are: [CH2:1]([N:5]([S:19]([C:22]1[CH:27]=[CH:26][C:25]([CH3:28])=[CH:24][CH:23]=1)(=[O:21])=[O:20])[C@H:6]([C:16]([OH:18])=[O:17])[CH2:7][CH2:8][CH2:9][CH2:10][NH:11][C:12](=[O:15])[CH2:13]I)[CH:2]([CH3:4])[CH3:3].CCN(C(C)C)C(C)C.[NH2:38][CH2:39][CH2:40][N:41]1[CH2:46][CH2:45][O:44][CH2:43][CH2:42]1. (3) Given the product [C:23]([O:21][C:20]1[C:2]([Cl:1])=[CH:3][C:4]([C:5]([NH:7][C:8]2[CH:9]=[CH:10][C:11]([C:12]([O:14][CH3:15])=[O:13])=[CH:16][CH:17]=2)=[O:6])=[CH:18][C:19]=1[Cl:22])([CH3:26])([CH3:25])[CH3:24], predict the reactants needed to synthesize it. The reactants are: [Cl:1][C:2]1[CH:3]=[C:4]([CH:18]=[C:19]([Cl:22])[C:20]=1[OH:21])[C:5]([NH:7][C:8]1[CH:17]=[CH:16][C:11]([C:12]([O:14][CH3:15])=[O:13])=[CH:10][CH:9]=1)=[O:6].[C:23](OC(O[C:23]([CH3:26])([CH3:25])[CH3:24])N(C)C)([CH3:26])([CH3:25])[CH3:24]. (4) Given the product [Br:1][C:2]1[N:7]=[C:6]2[N:8]=[CH:12][NH:9][C:5]2=[CH:4][CH:3]=1, predict the reactants needed to synthesize it. The reactants are: [Br:1][C:2]1[N:7]=[C:6]([NH2:8])[C:5]([NH2:9])=[CH:4][CH:3]=1.[OH-].[Na+].[CH:12](O)=O. (5) Given the product [Br:13][C:14]1[CH:22]=[CH:21][C:20]([F:23])=[CH:19][C:15]=1[C:16]([NH:12][CH2:11][C:1]12[CH2:8][CH:7]3[CH2:6][CH:5]([CH2:4][CH:3]([CH2:9]3)[CH2:2]1)[CH2:10]2)=[O:17], predict the reactants needed to synthesize it. The reactants are: [C:1]12([CH2:11][NH2:12])[CH2:10][CH:5]3[CH2:6][CH:7]([CH2:9][CH:3]([CH2:4]3)[CH2:2]1)[CH2:8]2.[Br:13][C:14]1[CH:22]=[CH:21][C:20]([F:23])=[CH:19][C:15]=1[C:16](O)=[O:17].